From a dataset of Reaction yield outcomes from USPTO patents with 853,638 reactions. Predict the reaction yield, written as a fraction of the theoretical maximum amount of product (1.0 means a 100% yield; for example, 0.34 means a 34% yield). (1) The reactants are [C:1]([C:3]1[CH:4]=[C:5]([CH:8]=[CH:9][CH:10]=1)[CH:6]=O)#[N:2].[C:11]([NH:14][NH2:15])([NH2:13])=[NH:12].[ClH:16]. No catalyst specified. The product is [ClH:16].[C:1]([C:3]1[CH:4]=[C:5]([CH:8]=[CH:9][CH:10]=1)[CH:6]=[N:15][NH:14][C:11]([NH2:13])=[NH:12])#[N:2]. The yield is 0.560. (2) The reactants are [O:1]1[CH:6]=[CH:5][CH2:4][CH2:3][CH2:2]1.[Br:7][CH2:8][CH2:9][CH2:10][CH2:11][C:12]([CH3:21])([C:15]1[CH:20]=[CH:19][CH:18]=[CH:17][CH:16]=1)[CH2:13][OH:14]. The catalyst is C(Cl)Cl.O.C1(C)C=CC(S(O)(=O)=O)=CC=1. The product is [Br:7][CH2:8][CH2:9][CH2:10][CH2:11][C:12]([CH3:21])([C:15]1[CH:16]=[CH:17][CH:18]=[CH:19][CH:20]=1)[CH2:13][O:14][CH:6]1[CH2:5][CH2:4][CH2:3][CH2:2][O:1]1. The yield is 0.700. (3) The reactants are [CH3:1][O:2][C:3]1[CH:8]=[CH:7][C:6]([NH:9][C:10]2[C:19]3[C:14](=[CH:15][CH:16]=[C:17]([C:20](=[O:23])[NH:21][CH3:22])[CH:18]=3)[N:13]=[CH:12][C:11]=2[C:24]([OH:26])=[O:25])=[CH:5][CH:4]=1.Cl.[CH2:28]([N:30]=[C:31]=[N:32][CH2:33][CH2:34]CN(C)C)[CH3:29].OC1C2N=NNC=2C=CC=1.C(N(CC)CC)C.OCCC1NC=CN=1. The catalyst is O1CCCC1. The product is [CH3:1][O:2][C:3]1[CH:8]=[CH:7][C:6]([NH:9][C:10]2[C:19]3[C:14](=[CH:15][CH:16]=[C:17]([C:20](=[O:23])[NH:21][CH3:22])[CH:18]=3)[N:13]=[CH:12][C:11]=2[C:24]([O:26][CH2:34][CH2:33][N:32]2[CH:29]=[CH:28][N:30]=[CH:31]2)=[O:25])=[CH:5][CH:4]=1. The yield is 0.230. (4) The product is [CH3:29][N:28]1[CH:10]=[C:9]([C:2]2[CH:3]=[C:4]([CH:6]=[CH:7][CH:8]=2)[NH2:5])[CH:31]=[N:27]1. The yield is 0.510. The catalyst is C1(C)C=CC=CC=1.O.C1C=CC([P]([Pd]([P](C2C=CC=CC=2)(C2C=CC=CC=2)C2C=CC=CC=2)([P](C2C=CC=CC=2)(C2C=CC=CC=2)C2C=CC=CC=2)[P](C2C=CC=CC=2)(C2C=CC=CC=2)C2C=CC=CC=2)(C2C=CC=CC=2)C2C=CC=CC=2)=CC=1.CCOC(C)=O. The reactants are Br[C:2]1[CH:3]=[C:4]([CH:6]=[CH:7][CH:8]=1)[NH2:5].[CH3:9][CH2:10]O.C([O-])([O-])=O.[Na+].[Na+].CC1(C)C(C)(C)OBO1.[NH:27]1[CH:31]=C[CH:29]=[N:28]1. (5) The reactants are C([N:8]1[C:16]([CH3:18])([CH3:17])[C:15]2[C:10](=[CH:11][CH:12]=[CH:13][CH:14]=2)[C:9]1([CH3:20])[CH3:19])C1C=CC=CC=1.[H][H]. The catalyst is C(O)(=O)C. The yield is 0.960. The product is [CH3:17][C:16]1([CH3:18])[C:15]2[C:10](=[CH:11][CH:12]=[CH:13][CH:14]=2)[C:9]([CH3:20])([CH3:19])[NH:8]1. (6) The reactants are [OH:1][NH:2][C:3]([C:5]1[CH:6]=[N:7][C:8]([N:11]([CH2:13][C:14]2[S:22][C:21]3[C:20]([N:23]4[CH2:28][CH2:27][O:26][CH2:25][CH2:24]4)=[N:19][C:18]([C:29]4[CH:30]=[N:31][C:32]([O:35][CH3:36])=[CH:33][CH:34]=4)=[N:17][C:16]=3[CH:15]=2)[CH3:12])=[N:9][CH:10]=1)=[O:4].[S:37](=[O:41])(=[O:40])([OH:39])[OH:38]. The catalyst is C(Cl)Cl.CO. The product is [S:37]([OH:41])([OH:40])(=[O:39])=[O:38].[OH:1][NH:2][C:3]([C:5]1[CH:10]=[N:9][C:8]([N:11]([CH2:13][C:14]2[S:22][C:21]3[C:20]([N:23]4[CH2:28][CH2:27][O:26][CH2:25][CH2:24]4)=[N:19][C:18]([C:29]4[CH:30]=[N:31][C:32]([O:35][CH3:36])=[CH:33][CH:34]=4)=[N:17][C:16]=3[CH:15]=2)[CH3:12])=[N:7][CH:6]=1)=[O:4]. The yield is 0.760. (7) The reactants are [OH-].[Na+].[C:3]1(=[O:13])[NH:7][C:6](=[O:8])[C:5]2=[CH:9][CH:10]=[CH:11][CH:12]=[C:4]12.[Na].C(O)(=O)C1C(=CC=CC=1)C(O)=[O:19].Cl. The catalyst is N1C=CC=CC=1. The product is [OH:19][N:7]1[C:3](=[O:13])[C:4]2=[CH:12][CH:11]=[CH:10][CH:9]=[C:5]2[C:6]1=[O:8]. The yield is 0.750.